Dataset: NCI-60 drug combinations with 297,098 pairs across 59 cell lines. Task: Regression. Given two drug SMILES strings and cell line genomic features, predict the synergy score measuring deviation from expected non-interaction effect. (1) Drug 1: CC1=C(N=C(N=C1N)C(CC(=O)N)NCC(C(=O)N)N)C(=O)NC(C(C2=CN=CN2)OC3C(C(C(C(O3)CO)O)O)OC4C(C(C(C(O4)CO)O)OC(=O)N)O)C(=O)NC(C)C(C(C)C(=O)NC(C(C)O)C(=O)NCCC5=NC(=CS5)C6=NC(=CS6)C(=O)NCCC[S+](C)C)O. Drug 2: COCCOC1=C(C=C2C(=C1)C(=NC=N2)NC3=CC=CC(=C3)C#C)OCCOC.Cl. Cell line: UO-31. Synergy scores: CSS=35.7, Synergy_ZIP=4.43, Synergy_Bliss=3.30, Synergy_Loewe=1.61, Synergy_HSA=7.89. (2) Cell line: NCI-H226. Synergy scores: CSS=0.405, Synergy_ZIP=1.17, Synergy_Bliss=0.396, Synergy_Loewe=-4.96, Synergy_HSA=-4.69. Drug 2: CC12CCC3C(C1CCC2OP(=O)(O)O)CCC4=C3C=CC(=C4)OC(=O)N(CCCl)CCCl.[Na+]. Drug 1: COC1=C2C(=CC3=C1OC=C3)C=CC(=O)O2. (3) Drug 1: COC1=C2C(=CC3=C1OC=C3)C=CC(=O)O2. Drug 2: C(CN)CNCCSP(=O)(O)O. Cell line: A498. Synergy scores: CSS=-5.24, Synergy_ZIP=2.11, Synergy_Bliss=-1.26, Synergy_Loewe=-17.2, Synergy_HSA=-15.5.